Task: Predict the reaction yield, written as a fraction of the theoretical maximum amount of product (1.0 means a 100% yield; for example, 0.34 means a 34% yield).. Dataset: Reaction yield outcomes from USPTO patents with 853,638 reactions (1) The yield is 0.240. The product is [Cl:20][C:21]1[CH:22]=[C:23]2[C:27](=[CH:28][CH:29]=1)[NH:26][CH:25]=[C:24]2[CH2:30][CH2:31][NH:32][C:10]([C:7]1[N:6]=[C:5]([CH2:4][C:3]2[CH:15]=[CH:16][CH:17]=[CH:18][C:2]=2[Cl:1])[O:9][N:8]=1)=[O:12]. The catalyst is C1COCC1.[OH-].[Na+].O.CN(C=O)C. The reactants are [Cl:1][C:2]1[CH:18]=[CH:17][CH:16]=[CH:15][C:3]=1[CH2:4][C:5]1[O:9][N:8]=[C:7]([C:10]([O:12]CC)=O)[N:6]=1.Cl.[Cl:20][C:21]1[CH:22]=[C:23]2[C:27](=[CH:28][CH:29]=1)[NH:26][CH:25]=[C:24]2[CH2:30][CH2:31][NH2:32].CN(C(ON1N=NC2C=CC=NC1=2)=[N+](C)C)C.F[P-](F)(F)(F)(F)F.C(N(CC)C(C)C)(C)C. (2) The reactants are [NH2:1][C:2]1[C:3]([C:7]2[N:8]([CH2:32][CH3:33])[C:9]3[C:14]([O:15][CH2:16][CH:17]4[S:22][CH2:21][CH2:20][N:19](C(OC(C)(C)C)=O)[CH2:18]4)=[CH:13][N:12]=[C:11](Cl)[C:10]=3[N:31]=2)=[N:4][O:5][N:6]=1.[Na+].[I-].C1CCN2C(=NCCC2)CC1.[CH3:47][C:48]([OH:52])([C:50]#[CH:51])[CH3:49].[NH4+].[Cl-]. The catalyst is [Zn].C1C=CC([P]([Pd]([P](C2C=CC=CC=2)(C2C=CC=CC=2)C2C=CC=CC=2)([P](C2C=CC=CC=2)(C2C=CC=CC=2)C2C=CC=CC=2)[P](C2C=CC=CC=2)(C2C=CC=CC=2)C2C=CC=CC=2)(C2C=CC=CC=2)C2C=CC=CC=2)=CC=1.CO.C(Cl)Cl.O1CCOCC1. The product is [NH2:1][C:2]1[C:3]([C:7]2[N:8]([CH2:32][CH3:33])[C:9]3[C:14]([O:15][CH2:16][CH:17]4[S:22][CH2:21][CH2:20][NH:19][CH2:18]4)=[CH:13][N:12]=[C:11]([C:51]#[C:50][C:48]([CH3:49])([OH:52])[CH3:47])[C:10]=3[N:31]=2)=[N:4][O:5][N:6]=1. The yield is 0.370. (3) The reactants are [CH:1]1([CH2:6][CH:7]([C:11]2[CH:16]=[CH:15][C:14]([S:17]([CH3:20])(=[O:19])=[O:18])=[C:13]([N+:21]([O-:23])=[O:22])[CH:12]=2)[C:8]([OH:10])=O)[CH2:5][CH2:4][CH2:3][CH2:2]1.C(N(CC)CC)C.F[P-](F)(F)(F)(F)F.N1(O[P+](N(C)C)(N(C)C)N(C)C)C2C=CC=CC=2N=N1.S(O)(O)(=O)=O.[NH2:63][C:64]1[NH:65][CH:66]=[CH:67][N:68]=1.Cl. The product is [CH:1]1([CH2:6][CH:7]([C:11]2[CH:16]=[CH:15][C:14]([S:17]([CH3:20])(=[O:18])=[O:19])=[C:13]([N+:21]([O-:23])=[O:22])[CH:12]=2)[C:8]([NH:63][C:64]2[NH:65][CH:66]=[CH:67][N:68]=2)=[O:10])[CH2:5][CH2:4][CH2:3][CH2:2]1. The yield is 0.140. The catalyst is C(Cl)Cl.CN(C)C=O.O.C(OCC)(=O)C.